This data is from Peptide-MHC class II binding affinity with 134,281 pairs from IEDB. The task is: Regression. Given a peptide amino acid sequence and an MHC pseudo amino acid sequence, predict their binding affinity value. This is MHC class II binding data. The peptide sequence is RAQLHVGAKQENWNT. The MHC is DRB1_0701 with pseudo-sequence DRB1_0701. The binding affinity (normalized) is 0.